The task is: Predict the reactants needed to synthesize the given product.. This data is from Full USPTO retrosynthesis dataset with 1.9M reactions from patents (1976-2016). (1) Given the product [CH3:72][S:69]([C:66]1[CH:67]=[CH:68][C:63]([C:62]2[N:56]3[C:57]([CH:58]=[N:59][C:54]([NH:16][C:19]4[CH:20]=[C:21]([N:25]5[CH2:30][CH2:29][N:28]([CH2:43][C@@H:44]([OH:49])[CH3:45])[CH2:27][CH2:26]5)[CH:22]=[CH:23][CH:24]=4)=[N:55]3)=[CH:60][CH:61]=2)=[CH:64][CH:65]=1)(=[O:71])=[O:70], predict the reactants needed to synthesize it. The reactants are: [N+](C1C=CC(N2CCNCC2)=CC=1)([O-])=O.[N+:16]([C:19]1[CH:20]=[C:21]([N:25]2[CH2:30][CH2:29][NH:28][CH2:27][CH2:26]2)[CH:22]=[CH:23][CH:24]=1)([O-])=O.CS(C1N=CC2=CC=C([C:43]3C=CC=[CH:45][C:44]=3[O:49]C)N2N=1)=O.CS([C:54]1[N:59]=[CH:58][C:57]2=[CH:60][CH:61]=[C:62]([C:63]3[CH:68]=[CH:67][C:66]([S:69]([CH3:72])(=[O:71])=[O:70])=[CH:65][CH:64]=3)[N:56]2[N:55]=1)=O. (2) Given the product [Br:1][C:2]1[CH:7]=[CH:6][C:5]([O:8][Si:17]([C:20]([CH3:23])([CH3:22])[CH3:21])([CH3:19])[CH3:18])=[CH:4][C:3]=1[CH3:9], predict the reactants needed to synthesize it. The reactants are: [Br:1][C:2]1[CH:7]=[CH:6][C:5]([OH:8])=[CH:4][C:3]=1[CH3:9].C(N(CC)CC)C.[Si:17](Cl)([C:20]([CH3:23])([CH3:22])[CH3:21])([CH3:19])[CH3:18]. (3) Given the product [NH2:1][C:2]1[C:3]2[CH:11]=[CH:10][N:9]([C@@H:12]3[O:16][C@@:15]([CH2:19][OH:20])([CH:17]=[O:18])[C@@H:14]([O:21][Si:22]([C:25]([CH3:28])([CH3:27])[CH3:26])([CH3:23])[CH3:24])[CH2:13]3)[C:4]=2[N:5]=[C:6]([F:8])[N:7]=1, predict the reactants needed to synthesize it. The reactants are: [NH2:1][C:2]1[C:3]2[CH:11]=[CH:10][N:9]([C@@H:12]3[O:16][C:15]([CH2:19][OH:20])([CH2:17][OH:18])[C@@H:14]([O:21][Si:22]([C:25]([CH3:28])([CH3:27])[CH3:26])([CH3:24])[CH3:23])[CH2:13]3)[C:4]=2[N:5]=[C:6]([F:8])[N:7]=1.